Dataset: Reaction yield outcomes from USPTO patents with 853,638 reactions. Task: Predict the reaction yield, written as a fraction of the theoretical maximum amount of product (1.0 means a 100% yield; for example, 0.34 means a 34% yield). (1) The reactants are [CH3:1][CH:2]([CH3:20])[C@H:3]([NH:6][C:7]1[C:16]2[C:11](=[CH:12][CH:13]=[CH:14][CH:15]=2)[N:10]=[CH:9][C:8]=1[N+:17]([O-:19])=[O:18])[CH2:4][OH:5].[Si:21](Cl)([C:24]([CH3:27])([CH3:26])[CH3:25])([CH3:23])[CH3:22]. The catalyst is N1C=CC=CC=1.CN(C)C1C=CN=CC=1. The product is [Si:21]([O:5][CH2:4][C@@H:3]([NH:6][C:7]1[C:16]2[C:11](=[CH:12][CH:13]=[CH:14][CH:15]=2)[N:10]=[CH:9][C:8]=1[N+:17]([O-:19])=[O:18])[CH:2]([CH3:20])[CH3:1])([C:24]([CH3:27])([CH3:26])[CH3:25])([CH3:23])[CH3:22]. The yield is 0.200. (2) The reactants are [CH3:1][O:2][C:3]1[CH:4]=[C:5]([C:11]2([CH2:16][NH2:17])[CH2:15][CH2:14][CH2:13][CH2:12]2)[CH:6]=[CH:7][C:8]=1[O:9][CH3:10].C(N(CC)CC)C.[O:25]1[C:29]2[CH:30]=[CH:31][CH:32]=[CH:33][C:28]=2[CH:27]=[C:26]1[C:34](Cl)=[O:35]. The catalyst is O1CCOCC1. The product is [CH3:1][O:2][C:3]1[CH:4]=[C:5]([C:11]2([CH2:16][NH:17][C:34]([C:26]3[O:25][C:29]4[CH:30]=[CH:31][CH:32]=[CH:33][C:28]=4[CH:27]=3)=[O:35])[CH2:12][CH2:13][CH2:14][CH2:15]2)[CH:6]=[CH:7][C:8]=1[O:9][CH3:10]. The yield is 0.780. (3) The reactants are [NH2:1][C:2]1[CH:7]=[CH:6][C:5]([C:8]2[O:12][C:11]([CH3:14])([CH3:13])[C:10](=[O:15])[C:9]=2[C:16]2[CH:21]=[CH:20][C:19]([O:22][CH2:23][C:24]3[CH:33]=[CH:32][C:31]4[C:26](=[CH:27][CH:28]=[CH:29][CH:30]=4)[N:25]=3)=[CH:18][CH:17]=2)=[CH:4][CH:3]=1.[CH3:34][C:35](OC(C)=O)=[O:36]. The catalyst is C(Cl)Cl.O. The product is [CH3:14][C:11]1([CH3:13])[O:12][C:8]([C:5]2[CH:6]=[CH:7][C:2]([NH:1][C:35](=[O:36])[CH3:34])=[CH:3][CH:4]=2)=[C:9]([C:16]2[CH:21]=[CH:20][C:19]([O:22][CH2:23][C:24]3[CH:33]=[CH:32][C:31]4[C:26](=[CH:27][CH:28]=[CH:29][CH:30]=4)[N:25]=3)=[CH:18][CH:17]=2)[C:10]1=[O:15]. The yield is 0.260. (4) The reactants are Br[CH2:2][C:3]1[CH:8]=[CH:7][C:6]([N+:9]([O-:11])=[O:10])=[CH:5][CH:4]=1.[P:12]([O:19]CC)([O:16][CH2:17][CH3:18])[O:13][CH2:14][CH3:15]. No catalyst specified. The product is [N+:9]([C:6]1[CH:7]=[CH:8][C:3]([CH2:2][P:12](=[O:19])([O:16][CH2:17][CH3:18])[O:13][CH2:14][CH3:15])=[CH:4][CH:5]=1)([O-:11])=[O:10]. The yield is 0.890. (5) The reactants are C(N(CC)CC)C.[NH2:8][C@@H:9]1[CH2:13][CH2:12][N:11]([C:14]2[C:23]3[C:18](=[CH:19][CH:20]=[C:21]([F:24])[CH:22]=3)[N:17]=[C:16]([C:25]3[CH:30]=[CH:29][CH:28]=[CH:27][C:26]=3[OH:31])[N:15]=2)[CH2:10]1.Cl[C:33]([O:35][CH2:36][CH:37]([CH3:39])[CH3:38])=[O:34]. The product is [F:24][C:21]1[CH:22]=[C:23]2[C:18](=[CH:19][CH:20]=1)[N:17]=[C:16]([C:25]1[CH:30]=[CH:29][CH:28]=[CH:27][C:26]=1[OH:31])[N:15]=[C:14]2[N:11]1[CH2:12][CH2:13][C@@H:9]([NH:8][C:33](=[O:34])[O:35][CH2:36][CH:37]([CH3:39])[CH3:38])[CH2:10]1. The yield is 0.600. The catalyst is C(Cl)Cl. (6) The reactants are [C:1]1([C:7]2[CH:8]=[C:9]([C:13]3[N:22]=[C:21]([NH:23][C:24]4[CH:25]=[C:26]5[C:30](=[CH:31][CH:32]=4)[N:29](C([O-])=O)[N:28]=[CH:27]5)[C:20]4[C:15](=[CH:16][C:17]([O:47][CH3:48])=[C:18]([O:36][CH2:37][CH2:38][N:39]5[CH2:45][CH2:44][CH2:43][N:42]([CH3:46])[CH2:41][CH2:40]5)[CH:19]=4)[N:14]=3)[CH:10]=[CH:11][CH:12]=2)[CH:6]=[CH:5][CH:4]=[CH:3][CH:2]=1.Cl. The catalyst is C(Cl)Cl.O1CCOCC1. The product is [C:1]1([C:7]2[CH:8]=[C:9]([C:13]3[N:22]=[C:21]([NH:23][C:24]4[CH:25]=[C:26]5[C:30](=[CH:31][CH:32]=4)[NH:29][N:28]=[CH:27]5)[C:20]4[C:15](=[CH:16][C:17]([O:47][CH3:48])=[C:18]([O:36][CH2:37][CH2:38][N:39]5[CH2:45][CH2:44][CH2:43][N:42]([CH3:46])[CH2:41][CH2:40]5)[CH:19]=4)[N:14]=3)[CH:10]=[CH:11][CH:12]=2)[CH:6]=[CH:5][CH:4]=[CH:3][CH:2]=1. The yield is 0.260. (7) The reactants are C(OC([N:11]1[C@@H:15]([CH2:16][OH:17])[CH2:14][C@@H:13]([NH:18][C:19](=[O:25])[O:20][C:21]([CH3:24])([CH3:23])[CH3:22])[CH2:12]1)=O)C1C=CC=CC=1. The catalyst is C(O)C.[Pd]. The product is [OH:17][CH2:16][C@@H:15]1[NH:11][CH2:12][C@H:13]([NH:18][C:19](=[O:25])[O:20][C:21]([CH3:23])([CH3:22])[CH3:24])[CH2:14]1. The yield is 1.00. (8) The reactants are [NH2:1][C:2]1[CH:34]=[CH:33][C:5]([CH2:6][CH:7]([CH2:15][CH2:16][C@H:17]([NH:25][C:26]([O:28][C:29]([CH3:32])([CH3:31])[CH3:30])=[O:27])[C:18]([O:20][C:21]([CH3:24])([CH3:23])[CH3:22])=[O:19])[C:8]([O:10][C:11]([CH3:14])([CH3:13])[CH3:12])=[O:9])=[CH:4][CH:3]=1.[CH2:35]([O:42][CH2:43][CH:44]=O)[C:36]1[CH:41]=[CH:40][CH:39]=[CH:38][CH:37]=1.C(O[BH-](OC(=O)C)OC(=O)C)(=O)C.[Na+].C(=O)([O-])O.[Na+]. The catalyst is ClCCCl. The product is [CH2:35]([O:42][CH2:43][CH2:44][NH:1][C:2]1[CH:3]=[CH:4][C:5]([CH2:6][CH:7]([CH2:15][CH2:16][C@H:17]([NH:25][C:26]([O:28][C:29]([CH3:32])([CH3:31])[CH3:30])=[O:27])[C:18]([O:20][C:21]([CH3:24])([CH3:23])[CH3:22])=[O:19])[C:8]([O:10][C:11]([CH3:12])([CH3:13])[CH3:14])=[O:9])=[CH:33][CH:34]=1)[C:36]1[CH:41]=[CH:40][CH:39]=[CH:38][CH:37]=1. The yield is 0.990.